From a dataset of Forward reaction prediction with 1.9M reactions from USPTO patents (1976-2016). Predict the product of the given reaction. (1) Given the reactants [CH3:1][C:2]1([CH3:21])[C:6]([CH3:8])([CH3:7])[O:5][B:4]([C:9]2[CH:14]=[CH:13][C:12]([CH:15]3[CH2:20][CH2:19][NH:18][CH2:17][CH2:16]3)=[CH:11][CH:10]=2)[O:3]1.[CH3:22][CH:23]=O.CC(O)=O.[BH-](OC(C)=O)(OC(C)=O)OC(C)=O.[Na+].C([O-])(O)=O.[Na+], predict the reaction product. The product is: [CH2:22]([N:18]1[CH2:19][CH2:20][CH:15]([C:12]2[CH:13]=[CH:14][C:9]([B:4]3[O:3][C:2]([CH3:21])([CH3:1])[C:6]([CH3:7])([CH3:8])[O:5]3)=[CH:10][CH:11]=2)[CH2:16][CH2:17]1)[CH3:23]. (2) Given the reactants Cl[C:2]1[CH:7]=[CH:6][N+:5]([O-:8])=[CH:4][C:3]=1[CH3:9].[CH3:10][S-:11].[Na+], predict the reaction product. The product is: [CH3:10][S:11][C:2]1[CH:7]=[CH:6][N+:5]([O-:8])=[CH:4][C:3]=1[CH3:9]. (3) The product is: [NH2:2][C:3]1[CH:4]=[N:5][N:6]([CH2:8][C:9]([NH:11][C:12]2[CH:17]=[CH:16][CH:15]=[C:14]([F:18])[C:13]=2[F:19])=[O:10])[CH:7]=1. Given the reactants Cl.[NH2:2][C:3]1[CH:4]=[N:5][N:6]([CH2:8][C:9]([NH:11][C:12]2[CH:17]=[CH:16][CH:15]=[C:14]([F:18])[C:13]=2[F:19])=[O:10])[CH:7]=1.C(=O)(O)[O-].[Na+], predict the reaction product. (4) Given the reactants [C:1]([NH:4][CH2:5][C:6]1[O:10][C:9]([C:11]2[C:16]([O:17]COC)=[CH:15][C:14]([O:21]COC)=[CH:13][C:12]=2[CH2:25][C:26]([O:28]C)=[O:27])=[CH:8][CH:7]=1)(=[O:3])[CH3:2].C(OC(=O)C)(=O)C.N1C=CC=CC=1.[OH-].[Na+].Cl, predict the reaction product. The product is: [C:1]([NH:4][CH2:5][C:6]1[O:10][C:9]([C:11]2[C:16]([OH:17])=[CH:15][C:14]([OH:21])=[CH:13][C:12]=2[CH2:25][C:26]([OH:28])=[O:27])=[CH:8][CH:7]=1)(=[O:3])[CH3:2]. (5) Given the reactants [NH2:1][C:2]1[CH:3]=[C:4]([NH:8][C:9]2[N:14]=[C:13]([NH:15][C:16]3[CH:20]=[C:19]([CH3:21])[N:18](C(OC(C)(C)C)=O)[N:17]=3)[CH:12]=[N:11][CH:10]=2)[CH:5]=[CH:6][CH:7]=1.CC1N(C(OC(C)(C)C)=O)N=C(NC2C=NC=C(N[C:50]3[CH:55]=[CH:54][CH:53]=[C:52]([N+]([O-])=O)[CH:51]=3)N=2)C=1.[CH2:59]([OH:61])C, predict the reaction product. The product is: [CH3:21][C:19]1[NH:18][N:17]=[C:16]([NH:15][C:13]2[N:14]=[C:9]([NH:8][C:4]3[CH:3]=[C:2]([NH:1][C:59](=[O:61])[C:50]4[CH:51]=[CH:52][CH:53]=[CH:54][CH:55]=4)[CH:7]=[CH:6][CH:5]=3)[CH:10]=[N:11][CH:12]=2)[CH:20]=1. (6) Given the reactants [C:1]([C:3]1[CH:4]=[C:5]([N:10]([CH2:15][C:16]2[CH:21]=[CH:20][C:19](I)=[CH:18][CH:17]=2)[C:11](=[O:14])[CH2:12][CH3:13])[CH:6]=[C:7]([F:9])[CH:8]=1)#[N:2].[Cl:23][C:24]1[CH:29]=[CH:28][CH:27]=[CH:26][C:25]=1B(O)O, predict the reaction product. The product is: [Cl:23][C:24]1[CH:29]=[CH:28][CH:27]=[CH:26][C:25]=1[C:19]1[CH:20]=[CH:21][C:16]([CH2:15][N:10]([C:5]2[CH:6]=[C:7]([F:9])[CH:8]=[C:3]([C:1]#[N:2])[CH:4]=2)[C:11](=[O:14])[CH2:12][CH3:13])=[CH:17][CH:18]=1.